This data is from Forward reaction prediction with 1.9M reactions from USPTO patents (1976-2016). The task is: Predict the product of the given reaction. (1) Given the reactants [CH3:1][C:2]1([N:14]2[CH2:19][CH2:18][C:17](=O)[CH2:16][CH2:15]2)[CH2:6][CH2:5][N:4]([C:7]([O:9][C:10]([CH3:13])([CH3:12])[CH3:11])=[O:8])[CH2:3]1.[NH2:21][OH:22].C([O-])(=O)C.[Na+].C([O-])([O-])=O.[K+].[K+], predict the reaction product. The product is: [OH:22][N:21]=[C:17]1[CH2:18][CH2:19][N:14]([C:2]2([CH3:1])[CH2:6][CH2:5][N:4]([C:7]([O:9][C:10]([CH3:13])([CH3:12])[CH3:11])=[O:8])[CH2:3]2)[CH2:15][CH2:16]1. (2) Given the reactants [CH:1]1([C@@H:6]2[NH:11][C:10](=[O:12])[C@H:9]([CH2:13][CH:14]([CH3:16])[CH3:15])[NH:8][CH2:7]2)[CH2:5][CH2:4][CH2:3][CH2:2]1.[Cl:17][C:18]1[CH:23]=[CH:22][C:21]([C:24]2[CH:28]=[C:27]([C:29](O)=[O:30])[O:26][N:25]=2)=[CH:20][CH:19]=1.C([C@@H]1N(C([C@@H]2C[C@H]2C2C=CC=CC=2)=O)C[C@H](CC(C)C)NC1=O)C(C)C, predict the reaction product. The product is: [Cl:17][C:18]1[CH:19]=[CH:20][C:21]([C:24]2[CH:28]=[C:27]([C:29]([N:8]3[CH2:7][C@H:6]([CH:1]4[CH2:2][CH2:3][CH2:4][CH2:5]4)[NH:11][C:10](=[O:12])[C@@H:9]3[CH2:13][CH:14]([CH3:16])[CH3:15])=[O:30])[O:26][N:25]=2)=[CH:22][CH:23]=1. (3) Given the reactants [CH3:1][O:2][C:3]1[CH:4]=[C:5]([OH:11])[CH:6]=[CH:7][C:8]=1[O:9][CH3:10].[H-].[Na+].[O:14]1C=CC=[CH:16][CH:15]1OCCBr.O, predict the reaction product. The product is: [CH3:1][O:2][C:3]1[CH:4]=[C:5]([CH:6]=[CH:7][C:8]=1[O:9][CH3:10])[O:11][CH2:16][CH2:15][OH:14]. (4) Given the reactants [CH2:1]([O:3][C:4]([C:6]1[O:10][N:9]=[C:8]([C:11]2[CH:16]=[CH:15][C:14]([S:17]([CH3:20])(=[O:19])=[O:18])=[CH:13][CH:12]=2)[C:7]=1[N+:21]([O-])=O)=[O:5])[CH3:2].C(OCC)(=O)C, predict the reaction product. The product is: [CH2:1]([O:3][C:4]([C:6]1[O:10][N:9]=[C:8]([C:11]2[CH:12]=[CH:13][C:14]([S:17]([CH3:20])(=[O:19])=[O:18])=[CH:15][CH:16]=2)[C:7]=1[NH2:21])=[O:5])[CH3:2]. (5) Given the reactants C(C1NC=CN=1)(C1NC=CN=1)=O.[C:13]1([CH3:22])[C:14]([C:19](O)=[O:20])=[CH:15][CH:16]=[CH:17][CH:18]=1.[CH3:23][O:24][C:25]([C:27]1[CH:28]=[C:29]([CH3:51])[C:30]2[O:36][C:35]3[C:37]([Cl:47])=[CH:38][C:39]([N:41]4[CH2:46][CH2:45][NH:44][CH2:43][CH2:42]4)=[CH:40][C:34]=3[CH2:33][S:32](=[O:49])(=[O:48])[C:31]=2[CH:50]=1)=[O:26], predict the reaction product. The product is: [CH3:23][O:24][C:25]([C:27]1[CH:28]=[C:29]([CH3:51])[C:30]2[O:36][C:35]3[C:37]([Cl:47])=[CH:38][C:39]([N:41]4[CH2:42][CH2:43][N:44]([C:19](=[O:20])[C:14]5[CH:15]=[CH:16][CH:17]=[CH:18][C:13]=5[CH3:22])[CH2:45][CH2:46]4)=[CH:40][C:34]=3[CH2:33][S:32](=[O:48])(=[O:49])[C:31]=2[CH:50]=1)=[O:26]. (6) Given the reactants Br[C:2]1[CH:7]=[CH:6][CH:5]=[CH:4][CH:3]=1.C([Li])CCC.CN(OC)[C:15]([C:17]1[CH:22]=[CH:21][C:20]([N:23]2[CH2:28][CH2:27][O:26][CH2:25][CH2:24]2)=[CH:19][C:18]=1[OH:29])=[O:16], predict the reaction product. The product is: [OH:29][C:18]1[CH:19]=[C:20]([N:23]2[CH2:24][CH2:25][O:26][CH2:27][CH2:28]2)[CH:21]=[CH:22][C:17]=1[C:15]([C:2]1[CH:7]=[CH:6][CH:5]=[CH:4][CH:3]=1)=[O:16]. (7) Given the reactants [F:1][C:2]1[CH:3]=[CH:4][C:5]([N:8]2[CH:12]=[CH:11][C:10]([CH2:13][C:14]([OH:16])=O)=[N:9]2)=[N:6][CH:7]=1.[CH2:17]([NH2:19])[CH3:18], predict the reaction product. The product is: [CH2:17]([NH:19][C:14](=[O:16])[CH2:13][C:10]1[CH:11]=[CH:12][N:8]([C:5]2[CH:4]=[CH:3][C:2]([F:1])=[CH:7][N:6]=2)[N:9]=1)[CH3:18].